From a dataset of Full USPTO retrosynthesis dataset with 1.9M reactions from patents (1976-2016). Predict the reactants needed to synthesize the given product. The reactants are: [Br:1][C:2]1[CH:7]=[CH:6][C:5]([CH:8]2[S:14][CH2:13][C:12](=O)[NH:11][C:10]3[N:16]([CH3:25])[N:17]=[C:18]([C:19]4[CH:24]=[CH:23][CH:22]=[CH:21][N:20]=4)[C:9]2=3)=[C:4]([Cl:26])[CH:3]=1.B.C1COCC1.Cl.[OH-].[Na+]. Given the product [Br:1][C:2]1[CH:7]=[CH:6][C:5]([CH:8]2[S:14][CH2:13][CH2:12][NH:11][C:10]3[N:16]([CH3:25])[N:17]=[C:18]([C:19]4[CH:24]=[CH:23][CH:22]=[CH:21][N:20]=4)[C:9]2=3)=[C:4]([Cl:26])[CH:3]=1, predict the reactants needed to synthesize it.